Predict the reactants needed to synthesize the given product. From a dataset of Full USPTO retrosynthesis dataset with 1.9M reactions from patents (1976-2016). (1) Given the product [Br:1][C:2]1[CH:3]=[C:4]([C:8]([NH:10][CH:11]2[CH2:16][CH2:15][N:14]([C:17]3[N:22]=[C:21]([Cl:23])[N:20]=[C:19]([C:24]([NH:30][O:28][CH3:29])=[O:26])[CH:18]=3)[CH2:13][CH2:12]2)=[O:9])[NH:5][C:6]=1[CH3:7], predict the reactants needed to synthesize it. The reactants are: [Br:1][C:2]1[CH:3]=[C:4]([C:8]([NH:10][CH:11]2[CH2:16][CH2:15][N:14]([C:17]3[N:22]=[C:21]([Cl:23])[N:20]=[C:19]([C:24]([OH:26])=O)[CH:18]=3)[CH2:13][CH2:12]2)=[O:9])[NH:5][C:6]=1[CH3:7].Cl.[O:28]([NH2:30])[CH3:29]. (2) Given the product [CH3:15][C:10]1([CH2:16][CH2:17][OH:18])[O:11][CH2:12][C@@H:13]([CH3:14])[NH:8][CH2:9]1, predict the reactants needed to synthesize it. The reactants are: C([N:8]1[C@H:13]([CH3:14])[CH2:12][O:11][C:10]([CH2:16][CH2:17][OH:18])([CH3:15])[CH2:9]1)C1C=CC=CC=1. (3) Given the product [Cl:1][C:2]1[C:10]([S:11]([N:16]2[CH2:20][CH2:19][CH2:18][CH2:17]2)(=[O:13])=[O:12])=[CH:9][C:5]([C:6]([OH:8])=[O:7])=[C:4]([OH:15])[CH:3]=1, predict the reactants needed to synthesize it. The reactants are: [Cl:1][C:2]1[C:10]([S:11](Cl)(=[O:13])=[O:12])=[CH:9][C:5]([C:6]([OH:8])=[O:7])=[C:4]([OH:15])[CH:3]=1.[NH:16]1[CH2:20][CH2:19][CH2:18][CH2:17]1.O.Cl. (4) The reactants are: [Cl:1][C:2]1[CH:3]=[C:4]([CH:18]=[C:19]([I:23])[C:20]=1[O:21]C)[C:5]([N:7]1[C:11]2[CH:12]=[CH:13][CH:14]=[CH:15][C:10]=2[S:9](=[O:17])(=[O:16])[CH2:8]1)=[O:6].[Cl-].[Li+].Cl. Given the product [Cl:1][C:2]1[CH:3]=[C:4]([CH:18]=[C:19]([I:23])[C:20]=1[OH:21])[C:5]([N:7]1[C:11]2[CH:12]=[CH:13][CH:14]=[CH:15][C:10]=2[S:9](=[O:16])(=[O:17])[CH2:8]1)=[O:6], predict the reactants needed to synthesize it. (5) Given the product [CH:7]([N:8]1[CH2:19][CH:17]([OH:18])[CH2:16]1)([C:1]1[CH:2]=[CH:3][CH:4]=[CH:5][CH:6]=1)[C:9]1[CH:10]=[CH:11][CH:12]=[CH:13][CH:14]=1, predict the reactants needed to synthesize it. The reactants are: [C:1]1([CH:7]([C:9]2[CH:14]=[CH:13][CH:12]=[CH:11][CH:10]=2)[NH2:8])[CH:6]=[CH:5][CH:4]=[CH:3][CH:2]=1.Cl[CH2:16][CH:17]1[CH2:19][O:18]1. (6) Given the product [CH3:1][N:2]1[C@H:6]2[C@@H:7]([C:19]([OH:21])=[O:20])[C@@H:8]([OH:10])[CH2:9][C@@H:3]1[CH2:4][CH2:5]2, predict the reactants needed to synthesize it. The reactants are: [CH3:1][N:2]1[C@H:6]2[C@@H:7]([C:19]([O:21]C)=[O:20])[C@@H:8]([O:10]C(C3C=CC=CC=3)=O)[CH2:9][C@@H:3]1[CH2:4][CH2:5]2.Cl.Cl. (7) Given the product [Cl:8][C:9]1[CH:26]=[CH:25][CH:24]=[CH:23][C:10]=1[CH2:11][O:12][CH2:13][CH2:14][N:15]([C@H:16]1[CH2:17][CH2:18][C@H:19]([CH3:22])[CH2:20][CH2:21]1)[C:1](=[O:2])[NH:39][C:37]1[S:38][C:34]([S:33][CH2:32][C:31]([CH3:41])([CH3:40])[C:30]([OH:29])=[O:42])=[CH:35][N:36]=1, predict the reactants needed to synthesize it. The reactants are: [C:1](O)(C(F)(F)F)=[O:2].[Cl:8][C:9]1[CH:26]=[CH:25][CH:24]=[CH:23][C:10]=1[CH2:11][O:12][CH2:13][CH2:14][NH:15][C@H:16]1[CH2:21][CH2:20][C@H:19]([CH3:22])[CH2:18][CH2:17]1.C([O:29][C:30](=[O:42])[C:31]([CH3:41])([CH3:40])[CH2:32][S:33][C:34]1[S:38][C:37]([NH2:39])=[N:36][CH:35]=1)C.C1N=CN(C(N2C=NC=C2)=O)C=1.[OH-].[Na+].